From a dataset of Reaction yield outcomes from USPTO patents with 853,638 reactions. Predict the reaction yield, written as a fraction of the theoretical maximum amount of product (1.0 means a 100% yield; for example, 0.34 means a 34% yield). The reactants are Cl.[CH3:2][C:3]1[C:7]([CH2:8][N:9]2[CH:13]=[C:12]([NH2:14])[CH:11]=[N:10]2)=[C:6]([CH3:15])[O:5][N:4]=1.Br[CH2:17][C:18]1[CH:25]=[CH:24][CH:23]=[CH:22][C:19]=1[C:20]#N.C(N(CC)CC)C.CN(C=[O:37])C. The catalyst is O. The product is [CH3:2][C:3]1[C:7]([CH2:8][N:9]2[CH:13]=[C:12]([N:14]3[CH2:20][C:19]4[C:18](=[CH:25][CH:24]=[CH:23][CH:22]=4)[C:17]3=[O:37])[CH:11]=[N:10]2)=[C:6]([CH3:15])[O:5][N:4]=1. The yield is 0.610.